Dataset: Catalyst prediction with 721,799 reactions and 888 catalyst types from USPTO. Task: Predict which catalyst facilitates the given reaction. (1) Reactant: [CH2:1]=[C:2]1[C:14](=[O:15])[C:13]2[C:12]3[C:7](=[CH:8][CH:9]=[CH:10][CH:11]=3)[N:6]([CH2:16][CH2:17][CH2:18][CH2:19][CH2:20][C:21]([O:23][CH2:24][CH3:25])=[O:22])[C:5]=2[CH2:4][CH2:3]1.[CH3:26][N:27]1[CH2:32][CH2:31][NH:30][CH2:29][CH2:28]1. Product: [CH3:26][N:27]1[CH2:32][CH2:31][N:30]([CH2:1][CH:2]2[C:14](=[O:15])[C:13]3[C:12]4[C:7](=[CH:8][CH:9]=[CH:10][CH:11]=4)[N:6]([CH2:16][CH2:17][CH2:18][CH2:19][CH2:20][C:21]([O:23][CH2:24][CH3:25])=[O:22])[C:5]=3[CH2:4][CH2:3]2)[CH2:29][CH2:28]1. The catalyst class is: 11. (2) Reactant: C(O[C:4]([C:6]1[C:7]2[S:14][CH:13]=[C:12]([CH2:15][O:16][C:17]3[CH:22]=[CH:21][CH:20]=[C:19]([NH:23][C:24](=[O:32])[C:25]4[CH:30]=[CH:29][C:28]([Cl:31])=[CH:27][CH:26]=4)[CH:18]=3)[C:8]=2[CH:9]=[N:10][CH:11]=1)=[O:5])C.[CH2:33]([CH2:35][NH2:36])[OH:34]. Product: [OH:34][CH2:33][CH2:35][NH:36][C:4]([C:6]1[C:7]2[S:14][CH:13]=[C:12]([CH2:15][O:16][C:17]3[CH:22]=[CH:21][CH:20]=[C:19]([NH:23][C:24](=[O:32])[C:25]4[CH:30]=[CH:29][C:28]([Cl:31])=[CH:27][CH:26]=4)[CH:18]=3)[C:8]=2[CH:9]=[N:10][CH:11]=1)=[O:5]. The catalyst class is: 16. (3) Reactant: C1(COC2C=C(C3OC=C(C[NH:20][C:21](=[O:29])[C:22]4[C:27]([OH:28])=[CH:26][CH:25]=[CH:24][N:23]=4)N=3)C=CC=2OC)CC1.C(=O)([O-])[O-].[Cs+].[Cs+].Br[CH2:37][CH2:38][CH3:39].O. Product: [CH2:37]([O:28][C:27]1[C:22]([C:21]([NH2:20])=[O:29])=[N:23][CH:24]=[CH:25][CH:26]=1)[CH2:38][CH3:39]. The catalyst class is: 115. (4) Reactant: CC(C)([O-])C.[K+].[CH:7]1([C:10]([C:12]2[CH:17]=[CH:16][CH:15]=[CH:14][C:13]=2[CH2:18][O:19][Si:20]([C:23]([CH3:26])([CH3:25])[CH3:24])([CH3:22])[CH3:21])=[O:11])[CH2:9][CH2:8]1. Product: [CH:7]1([C@@H:10]([C:12]2[CH:17]=[CH:16][CH:15]=[CH:14][C:13]=2[CH2:18][O:19][Si:20]([C:23]([CH3:26])([CH3:25])[CH3:24])([CH3:21])[CH3:22])[OH:11])[CH2:8][CH2:9]1. The catalyst class is: 32. (5) Reactant: [C:1]([O:5][C:6]([N:8]([C@@H:14]1[C:22]2[C:17](=[C:18]([C:23]3[S:24][C:25]([C:28]4[CH:33]=[CH:32][C:31]([O:34][CH:35]([CH3:37])[CH3:36])=[C:30]([C:38]#[N:39])[CH:29]=4)=[N:26][N:27]=3)[CH:19]=[CH:20][CH:21]=2)[CH2:16][CH2:15]1)[CH2:9][C:10]([O:12]C)=[O:11])=[O:7])([CH3:4])([CH3:3])[CH3:2].[OH-].[Na+]. Product: [C:1]([O:5][C:6]([N:8]([C@@H:14]1[C:22]2[C:17](=[C:18]([C:23]3[S:24][C:25]([C:28]4[CH:33]=[CH:32][C:31]([O:34][CH:35]([CH3:36])[CH3:37])=[C:30]([C:38]#[N:39])[CH:29]=4)=[N:26][N:27]=3)[CH:19]=[CH:20][CH:21]=2)[CH2:16][CH2:15]1)[CH2:9][C:10]([OH:12])=[O:11])=[O:7])([CH3:3])([CH3:2])[CH3:4]. The catalyst class is: 5. (6) Reactant: [F:1][C:2]1[CH:11]=[C:10]([C:12]2[N:17]=[C:16]3[N:18]([CH2:21][C:22]4[CH:23]=[C:24]5[C:29](=[CH:30][CH:31]=4)[N:28]=[CH:27][CH:26]=[CH:25]5)[N:19]=[N:20][C:15]3=[CH:14][CH:13]=2)[CH:9]=[CH:8][C:3]=1C(NC)=O.Cl[C:33]1C(F)=CC=C(F)C=1CN1C2=NC(C3C=CC(C(NC)=O)=C(F)C=3)=CC=C2N=N1.C(=O)([O-])[O-].[K+].[K+].[O:68]1[CH2:73][CH2:72]OCC1. The catalyst class is: 103. Product: [F:1][C:2]1[CH:11]=[C:10]([C:12]2[N:17]=[C:16]3[N:18]([CH2:21][C:22]4[CH:23]=[C:24]5[C:29](=[CH:30][CH:31]=4)[N:28]=[CH:27][CH:26]=[CH:25]5)[N:19]=[N:20][C:15]3=[CH:14][CH:13]=2)[CH:9]=[CH:8][C:3]=1[C:73]([OH:68])([CH3:72])[CH3:33].